Dataset: Reaction yield outcomes from USPTO patents with 853,638 reactions. Task: Predict the reaction yield, written as a fraction of the theoretical maximum amount of product (1.0 means a 100% yield; for example, 0.34 means a 34% yield). The reactants are [O:1]=[C:2]1[C:7]2[C:8]([C:13]3[CH:18]=[CH:17][CH:16]=[CH:15][CH:14]=3)=[C:9](C=O)[NH:10][C:6]=2[CH2:5][CH2:4][NH:3]1.[Br:19][C:20]1[CH:21]=[C:22]2[C:26](=[CH:27][CH:28]=1)[NH:25][C:24](=[O:29])[CH2:23]2.N1CCCC[CH2:31]1.CN(C)C=O. The catalyst is C(O)C. The product is [Br:19][C:20]1[CH:21]=[C:22]2[C:26](=[CH:27][CH:28]=1)[NH:25][C:24](=[O:29])[C:23]2=[CH:31][N:10]1[C:6]2[CH2:5][CH2:4][NH:3][C:2](=[O:1])[C:7]=2[C:8]([C:13]2[CH:14]=[CH:15][CH:16]=[CH:17][CH:18]=2)=[CH:9]1. The yield is 0.880.